Task: Predict the product of the given reaction.. Dataset: Forward reaction prediction with 1.9M reactions from USPTO patents (1976-2016) (1) Given the reactants Cl[C:2]1[N:11]=[C:10]([CH2:12][CH2:13][NH2:14])[C:9]2[C:4](=[CH:5][C:6]([C:15]([F:18])([F:17])[F:16])=[CH:7][CH:8]=2)[N:3]=1.[F:19][C:20]([F:31])([F:30])[C:21]1[CH:26]=[CH:25][C:24](B(O)O)=[CH:23][CH:22]=1.C(=O)([O-])[O-].[Na+].[Na+], predict the reaction product. The product is: [F:19][C:20]([F:31])([F:30])[C:21]1[CH:26]=[CH:25][C:24]([C:2]2[N:11]=[C:10]([CH2:12][CH2:13][NH2:14])[C:9]3[C:4](=[CH:5][C:6]([C:15]([F:18])([F:17])[F:16])=[CH:7][CH:8]=3)[N:3]=2)=[CH:23][CH:22]=1. (2) Given the reactants [Cl:1][C:2]1[C:7]([N+:8]([O-:10])=[O:9])=[C:6](Cl)[C:5]([CH3:12])=[C:4]([CH3:13])[N:3]=1.C(N(CC)CC)C.[NH2:21][C@H:22]([CH2:24][OH:25])[CH3:23], predict the reaction product. The product is: [Cl:1][C:2]1[C:7]([N+:8]([O-:10])=[O:9])=[C:6]([NH:21][C@@H:22]([CH3:23])[CH2:24][OH:25])[C:5]([CH3:12])=[C:4]([CH3:13])[N:3]=1. (3) The product is: [CH3:1][C:2]1[N:29]=[C:5]2[N:6]([CH2:30][C:31]3([CH3:34])[CH2:33][CH2:32]3)[C:7](=[O:28])[C:8]([CH2:13][C:14]3[CH:19]=[CH:18][C:17]([C:20]4[C:21]([C:26]#[N:27])=[CH:22][CH:23]=[CH:24][CH:25]=4)=[CH:16][CH:15]=3)=[C:9]([CH2:10][CH2:11][CH3:12])[N:4]2[N:3]=1. Given the reactants [CH3:1][C:2]1[N:29]=[C:5]2[NH:6][C:7](=[O:28])[C:8]([CH2:13][C:14]3[CH:19]=[CH:18][C:17]([C:20]4[C:21]([C:26]#[N:27])=[CH:22][CH:23]=[CH:24][CH:25]=4)=[CH:16][CH:15]=3)=[C:9]([CH2:10][CH2:11][CH3:12])[N:4]2[N:3]=1.[CH3:30][C:31]1([CH2:34]O)[CH2:33][CH2:32]1.C(P(CCCC)CCCC)CCC.N(C(N1CCCCC1)=O)=NC(N1CCCCC1)=O, predict the reaction product. (4) Given the reactants [O:1]=[C:2]1[CH2:6][CH2:5][N:4]([C:7]([O:9][C:10]([CH3:13])([CH3:12])[CH3:11])=[O:8])[CH2:3]1.CO[CH:16](OC)[N:17]([CH3:19])[CH3:18], predict the reaction product. The product is: [C:10]([O:9][C:7]([N:4]1[CH2:3][C:2](=[O:1])[C:6](=[CH:16][N:17]([CH3:19])[CH3:18])[CH2:5]1)=[O:8])([CH3:13])([CH3:12])[CH3:11]. (5) Given the reactants Cl.FC(F)(F)C1C=CC=CC=1O[CH:7]1[CH2:12]C[NH:10][CH2:9][CH2:8]1.[Cl:19][C:20]1[CH:25]=[CH:24][C:23]([C:26]([F:29])([F:28])[F:27])=[CH:22][C:21]=1[OH:30].C(OC(=O)N[C@@H]1C[C@H]1CO)(C)(C)C.Cl, predict the reaction product. The product is: [ClH:19].[Cl:19][C:20]1[CH:25]=[CH:24][C:23]([C:26]([F:28])([F:29])[F:27])=[CH:22][C:21]=1[O:30][CH2:12][C@@H:7]1[CH2:8][C@H:9]1[NH2:10]. (6) Given the reactants [NH2:1][C:2]1[C:10]([N+:11]([O-:13])=[O:12])=[CH:9][C:5]([C:6](O)=[O:7])=[C:4]([F:14])[CH:3]=1.S(Cl)([Cl:17])=O, predict the reaction product. The product is: [NH2:1][C:2]1[C:10]([N+:11]([O-:13])=[O:12])=[CH:9][C:5]([C:6]([Cl:17])=[O:7])=[C:4]([F:14])[CH:3]=1. (7) Given the reactants [C:1]([O:5][C:6]([N:8]1[CH2:12][CH2:11][C@@H:10]([C@H:13]2[CH2:15][O:14]2)[CH2:9]1)=[O:7])([CH3:4])([CH3:3])[CH3:2].[CH3:16][S-:17].[Na+], predict the reaction product. The product is: [C:1]([O:5][C:6]([N:8]1[CH2:12][CH2:11][C@@H:10]([C@H:13]([OH:14])[CH2:15][S:17][CH3:16])[CH2:9]1)=[O:7])([CH3:4])([CH3:3])[CH3:2]. (8) Given the reactants [OH:1][CH:2](C)[CH2:3]C=C(C)C(N)=O.[C:11]1(=[O:17])[O:16][C:14](=[O:15])[CH2:13][CH2:12]1.C(N([CH2:23][CH3:24])CC)C.[CH3:25][N:26]([CH:28]=[O:29])C.[CH:30](Cl)(Cl)Cl, predict the reaction product. The product is: [CH3:3][CH:2]([O:1][C:14](=[O:15])[CH2:13][CH2:12][C:11]([OH:16])=[O:17])[CH2:25][NH:26][C:28](=[O:29])[C:23]([CH3:24])=[CH2:30]. (9) Given the reactants [N:1]1[CH:6]=[CH:5][C:4]([CH2:7][NH:8][C:9]2[CH:18]=[CH:17][CH:16]=[CH:15][C:10]=2[C:11]([NH:13][NH2:14])=O)=[CH:3][CH:2]=1.CSC(=N)N.[O:24]1[C:29]2[CH:30]=[CH:31][C:32]([NH:34][C:35](=[NH:38])SC)=[CH:33][C:28]=2[O:27][CH2:26]C1.C(N(CC)CC)C, predict the reaction product. The product is: [O:24]1[C:29]2[CH:30]=[CH:31][C:32]([NH:34][C:35]3[NH:38][C:11]([C:10]4[CH:15]=[CH:16][CH:17]=[CH:18][C:9]=4[NH:8][CH2:7][C:4]4[CH:5]=[CH:6][N:1]=[CH:2][CH:3]=4)=[N:13][N:14]=3)=[CH:33][C:28]=2[O:27][CH2:26]1. (10) Given the reactants [NH2:1][C:2]1[CH:10]=[CH:9][C:8]([O:11][CH3:12])=[CH:7][C:3]=1[C:4]([NH2:6])=O.[CH:13]1([C:19](Cl)=O)[CH2:18][CH2:17][CH2:16][CH2:15][CH2:14]1.[CH3:22][N:23]1[CH2:28][CH2:27][NH:26][CH2:25][CH2:24]1, predict the reaction product. The product is: [CH:13]1([C:19]2[N:6]=[C:4]([N:26]3[CH2:27][CH2:28][N:23]([CH3:22])[CH2:24][CH2:25]3)[C:3]3[C:2](=[CH:10][CH:9]=[C:8]([O:11][CH3:12])[CH:7]=3)[N:1]=2)[CH2:18][CH2:17][CH2:16][CH2:15][CH2:14]1.